This data is from Reaction yield outcomes from USPTO patents with 853,638 reactions. The task is: Predict the reaction yield, written as a fraction of the theoretical maximum amount of product (1.0 means a 100% yield; for example, 0.34 means a 34% yield). (1) The reactants are Cl[C:2]1[N:3]=[C:4]([OH:12])[C:5]2[CH:11]=[CH:10][N:9]=[CH:8][C:6]=2[N:7]=1.[OH:13][C:14]1[CH:19]=[CH:18][C:17]([N:20]([CH3:29])[C:21]2[CH:22]=[C:23]([CH:26]=[CH:27][CH:28]=2)[C:24]#[N:25])=[CH:16][CH:15]=1. No catalyst specified. The product is [OH:12][C:4]1[C:5]2[CH:11]=[CH:10][N:9]=[CH:8][C:6]=2[N:7]=[C:2]([O:13][C:14]2[CH:19]=[CH:18][C:17]([N:20]([CH3:29])[C:21]3[CH:22]=[C:23]([CH:26]=[CH:27][CH:28]=3)[C:24]#[N:25])=[CH:16][CH:15]=2)[N:3]=1. The yield is 0.370. (2) The reactants are C([N:8]1[CH2:14][C:13]2[N:15]=[CH:16][C:17]([N:19]([CH2:21][CH:22]3[CH2:24][CH2:23]3)[CH3:20])=[N:18][C:12]=2[O:11][CH2:10][CH2:9]1)C1C=CC=CC=1.C(OCC)(=O)C.[ClH:31]. The catalyst is CO.[OH-].[OH-].[Pd+2]. The product is [ClH:31].[CH:22]1([CH2:21][N:19]([CH3:20])[C:17]2[CH:16]=[N:15][C:13]3[CH2:14][NH:8][CH2:9][CH2:10][O:11][C:12]=3[N:18]=2)[CH2:23][CH2:24]1. The yield is 0.670. (3) The reactants are [Br:1][C:2]1[CH:3]=[C:4]([C:14]([O:16]C)=[O:15])[C:5]2[CH:6]=[CH:7][N:8]([CH:11]([CH3:13])[CH3:12])[C:9]=2[CH:10]=1.[OH-].[Na+].Cl. The yield is 0.990. The product is [Br:1][C:2]1[CH:3]=[C:4]([C:14]([OH:16])=[O:15])[C:5]2[CH:6]=[CH:7][N:8]([CH:11]([CH3:13])[CH3:12])[C:9]=2[CH:10]=1. The catalyst is CO.O1CCCC1.O. (4) The reactants are ON1C2C=CC=CC=2N=N1.[Cl:11][C:12]1[S:41][C:15]2[NH:16][C:17]([C:19]([NH:21][CH:22]3[CH2:31][C:30]4[C:25](=[CH:26][CH:27]=[CH:28][CH:29]=4)[N:24]([CH2:32][C@H:33]4COC(C)(C)O4)[C:23]3=[O:40])=[O:20])=[CH:18][C:14]=2[CH:13]=1.ClC1S[C:46]2[NH:47][C:48](C(NC3CC4C(=CC=CC=4)N(CC(O)CO)C3=O)=O)=CC=2C=1.CCN=C=NCCCN(C)C. The catalyst is CN(C=O)C.CCOC(C)=O.C([O-])(O)=O.[Na+]. The product is [Cl:11][C:12]1[S:41][C:15]2[NH:16][C:17]([C:19]([NH:21][CH:22]3[CH2:31][C:30]4[C:25](=[CH:26][CH:27]=[CH:28][CH:29]=4)[N:24]([CH2:32][CH2:33][N:47]([CH3:48])[CH3:46])[C:23]3=[O:40])=[O:20])=[CH:18][C:14]=2[CH:13]=1. The yield is 0.560. (5) The yield is 0.250. The catalyst is ClC(Cl)C.CN(C)C=O. The product is [CH2:27]([NH:34][C:23](=[O:25])[CH2:22][O:21][C:17]1[CH:18]=[CH:19][CH:20]=[C:15]([C:10]2[NH:11][C:12](=[O:14])[N:13]=[C:8]([C:5]3[CH:6]=[CH:7][C:2]([OH:1])=[C:3]([CH3:26])[CH:4]=3)[CH:9]=2)[CH:16]=1)[C:28]1[CH:33]=[CH:32][CH:31]=[CH:30][CH:29]=1. The reactants are [OH:1][C:2]1[CH:7]=[CH:6][C:5]([C:8]2[CH:9]=[C:10]([C:15]3[CH:16]=[C:17]([O:21][CH2:22][C:23]([OH:25])=O)[CH:18]=[CH:19][CH:20]=3)[NH:11][C:12](=[O:14])[N:13]=2)=[CH:4][C:3]=1[CH3:26].[CH2:27]([NH2:34])[C:28]1[CH:33]=[CH:32][CH:31]=[CH:30][CH:29]=1.ON1C2C=CC=CC=2N=N1.CCN=C=NCCC[N+](C)(C)C.[I-]. (6) The reactants are Br[C:2]1[CH:3]=[N:4][N:5]([CH3:17])[C:6]=1[C:7]1[CH:8]=[C:9]([C:13]([O:15][CH3:16])=[O:14])[S:10][C:11]=1[CH3:12].C(=O)([O-])[O-].[K+].[K+].[CH:24](/B(O)O)=[CH:25]/[CH3:26]. The catalyst is O1CCOCC1.O.CC(C)([P](C(C)(C)C)([Pd][P](C(C)(C)C)(C(C)(C)C)C(C)(C)C)C(C)(C)C)C. The product is [CH3:12][C:11]1[S:10][C:9]([C:13]([O:15][CH3:16])=[O:14])=[CH:8][C:7]=1[C:6]1[N:5]([CH3:17])[N:4]=[CH:3][C:2]=1/[CH:24]=[CH:25]\[CH3:26]. The yield is 0.870. (7) The reactants are Cl[CH2:2][CH2:3][CH2:4][C:5]([C:7]1[CH:12]=[CH:11][CH:10]=[CH:9][CH:8]=1)=[O:6].[C:13]([NH:21][CH:22]1[CH2:27][CH2:26][NH:25][CH2:24][CH2:23]1)(=[O:20])[C:14]1[CH:19]=[CH:18][CH:17]=[CH:16][CH:15]=1.C([O-])([O-])=O.[K+].[K+].O. The catalyst is C(Cl)(Cl)Cl. The product is [C:5]([CH2:4][CH2:3][CH2:2][N:25]1[CH2:26][CH2:27][CH:22]([NH:21][C:13](=[O:20])[C:14]2[CH:19]=[CH:18][CH:17]=[CH:16][CH:15]=2)[CH2:23][CH2:24]1)(=[O:6])[C:7]1[CH:12]=[CH:11][CH:10]=[CH:9][CH:8]=1. The yield is 0.0820.